Dataset: Full USPTO retrosynthesis dataset with 1.9M reactions from patents (1976-2016). Task: Predict the reactants needed to synthesize the given product. (1) The reactants are: [NH3:1].[CH3:2][N:3]([CH:11]1[CH2:16][CH2:15][CH:14]([O:17][C:18]2[C:29]3[C:28]4[C@@H:27]([CH2:30][CH:31]=O)[CH2:26][CH2:25][C:24]=4[S:23][C:22]=3[N:21]=[CH:20][N:19]=2)[CH2:13][CH2:12]1)[C:4](=[O:10])[O:5][C:6]([CH3:9])([CH3:8])[CH3:7].[C-:33]#[N:34].[Na+].[NH4+].[Cl-]. Given the product [NH2:1][CH:31]([C:33]#[N:34])[CH2:30][C@H:27]1[CH2:26][CH2:25][C:24]2[S:23][C:22]3[N:21]=[CH:20][N:19]=[C:18]([O:17][CH:14]4[CH2:15][CH2:16][CH:11]([N:3]([CH3:2])[C:4](=[O:10])[O:5][C:6]([CH3:9])([CH3:7])[CH3:8])[CH2:12][CH2:13]4)[C:29]=3[C:28]1=2, predict the reactants needed to synthesize it. (2) Given the product [ClH:27].[O:1]=[C:2]1[NH:11][C:10]2[CH:12]=[CH:13][C:14]([C:16]([O:18][CH2:19][CH3:20])=[O:17])=[CH:15][C:9]=2[C:8]2[NH:7][CH2:6][CH2:5][CH2:4][C:3]1=2, predict the reactants needed to synthesize it. The reactants are: [O:1]=[C:2]1[NH:11][C:10]2[CH:12]=[CH:13][C:14]([C:16]([O:18][CH2:19][CH3:20])=[O:17])=[CH:15][C:9]=2[C:8]2[NH:7][CH2:6][CH2:5][CH2:4][C:3]1=2.O1CCOCC1.[ClH:27]. (3) Given the product [Cl:1][C:2]1[C:7]([C:8]2([C:11]([OH:16])=[O:20])[CH2:10][CH2:9]2)=[CH:6][C:5]([F:13])=[CH:4][N:3]=1, predict the reactants needed to synthesize it. The reactants are: [Cl:1][C:2]1[C:7]([C:8]2([C:11]#N)[CH2:10][CH2:9]2)=[CH:6][C:5]([F:13])=[CH:4][N:3]=1.C(OCC)(=[O:16])C.[OH2:20]. (4) Given the product [Cl:44][C:38]1[CH:39]=[C:40]([Cl:43])[CH:41]=[CH:42][C:37]=1[CH:16]1[CH:15]([C:13]([NH:12][OH:11])=[O:14])[C:24]2[C:19](=[CH:20][CH:21]=[CH:22][CH:23]=2)[C:18](=[O:25])[N:17]1[CH:26]1[CH2:31][CH2:30][CH2:29][CH2:28][CH:27]1[NH:32][S:33]([CH3:36])(=[O:34])=[O:35], predict the reactants needed to synthesize it. The reactants are: C(OC1C=CC(C[O:11][NH:12][C:13]([CH:15]2[C:24]3[C:19](=[CH:20][CH:21]=[CH:22][CH:23]=3)[C:18](=[O:25])[N:17]([CH:26]3[CH2:31][CH2:30][CH2:29][CH2:28][CH:27]3[NH:32][S:33]([CH3:36])(=[O:35])=[O:34])[CH:16]2[C:37]2[CH:42]=[CH:41][C:40]([Cl:43])=[CH:39][C:38]=2[Cl:44])=[O:14])=CC=1)(C)(C)C.FC(F)(F)C(O)=O.